From a dataset of Catalyst prediction with 721,799 reactions and 888 catalyst types from USPTO. Predict which catalyst facilitates the given reaction. (1) Reactant: C(N(CC)CC)C.O[CH2:9][C:10]1[CH:11]=[N:12][N:13]([C:15]([C:28]2[CH:33]=[CH:32][CH:31]=[CH:30][CH:29]=2)([C:22]2[CH:27]=[CH:26][CH:25]=[CH:24][CH:23]=2)[C:16]2[CH:21]=[CH:20][CH:19]=[CH:18][CH:17]=2)[CH:14]=1.CS([Cl:38])(=O)=O.O. Product: [Cl:38][CH2:9][C:10]1[CH:11]=[N:12][N:13]([C:15]([C:28]2[CH:33]=[CH:32][CH:31]=[CH:30][CH:29]=2)([C:22]2[CH:27]=[CH:26][CH:25]=[CH:24][CH:23]=2)[C:16]2[CH:21]=[CH:20][CH:19]=[CH:18][CH:17]=2)[CH:14]=1. The catalyst class is: 4. (2) Reactant: [Cl:1][C:2]1[CH:10]=[C:9]2[C:5]([C:6]([C:13]3[CH:18]=[C:17]([O:19][CH3:20])[CH:16]=[C:15]([O:21][CH3:22])[CH:14]=3)(O)[C:7](=[O:11])[NH:8]2)=[CH:4][CH:3]=1.C([SiH](CC)CC)C.FC(F)(F)C(O)=O.C(=O)([O-])[O-].[Na+].[Na+]. Product: [Cl:1][C:2]1[CH:10]=[C:9]2[C:5]([CH:6]([C:13]3[CH:18]=[C:17]([O:19][CH3:20])[CH:16]=[C:15]([O:21][CH3:22])[CH:14]=3)[C:7](=[O:11])[NH:8]2)=[CH:4][CH:3]=1. The catalyst class is: 13. (3) Reactant: [Li]CCCC.C([Mg]Br)C.Br[C:11]1[CH:12]=[C:13]2[C:17](=[CH:18][CH:19]=1)[N:16]([CH3:20])[N:15]=[CH:14]2.CN([CH:24]=[O:25])C. Product: [CH3:20][N:16]1[C:17]2[C:13](=[CH:12][C:11]([CH:24]=[O:25])=[CH:19][CH:18]=2)[CH:14]=[N:15]1. The catalyst class is: 247.